Dataset: Peptide-MHC class I binding affinity with 185,985 pairs from IEDB/IMGT. Task: Regression. Given a peptide amino acid sequence and an MHC pseudo amino acid sequence, predict their binding affinity value. This is MHC class I binding data. The MHC is HLA-A69:01 with pseudo-sequence HLA-A69:01. The binding affinity (normalized) is 0.268. The peptide sequence is GMFGGCFAA.